Dataset: Full USPTO retrosynthesis dataset with 1.9M reactions from patents (1976-2016). Task: Predict the reactants needed to synthesize the given product. (1) Given the product [Cl:1][C:2]1[C:11]2[C:6](=[CH:7][CH:8]=[CH:9][CH:10]=2)[CH:5]=[CH:4][C:3]=1[CH2:12][CH2:13][CH2:14][NH:15][CH2:21][C:17]1[S:16][CH:20]=[CH:19][CH:18]=1, predict the reactants needed to synthesize it. The reactants are: [Cl:1][C:2]1[C:11]2[C:6](=[CH:7][CH:8]=[CH:9][CH:10]=2)[CH:5]=[CH:4][C:3]=1[CH2:12][CH2:13][CH2:14][NH2:15].[S:16]1[CH:20]=[CH:19][CH:18]=[C:17]1[CH:21]=O. (2) Given the product [N:75]([CH2:9][C@H:8]([CH3:11])[C@H:7]([C@H:12]1[CH2:16][O:15][C:14]([CH3:18])([CH3:17])[N:13]1[C:19]([O:21][C:22]([CH3:25])([CH3:24])[CH3:23])=[O:20])[O:6][Si:5]([C:1]([CH3:4])([CH3:3])[CH3:2])([CH3:27])[CH3:26])=[N+:76]=[N-:77], predict the reactants needed to synthesize it. The reactants are: [C:1]([Si:5]([CH3:27])([CH3:26])[O:6][C@@H:7]([C@H:12]1[CH2:16][O:15][C:14]([CH3:18])([CH3:17])[N:13]1[C:19]([O:21][C:22]([CH3:25])([CH3:24])[CH3:23])=[O:20])[C@@H:8]([CH3:11])[CH2:9]O)([CH3:4])([CH3:3])[CH3:2].CC(OC(/N=N/C(OC(C)C)=O)=O)C.C1C=CC(P(C2C=CC=CC=2)C2C=CC=CC=2)=CC=1.C1C=CC(P([N:75]=[N+:76]=[N-:77])(C2C=CC=CC=2)=O)=CC=1. (3) Given the product [F:1][C:2]1[CH:7]=[C:6]([S:8][CH3:9])[CH:5]=[C:4]([F:10])[C:3]=1[C:11]1[N:16]=[C:15]([C:17]([OH:19])=[O:18])[CH:14]=[CH:13][C:12]=1[F:21], predict the reactants needed to synthesize it. The reactants are: [F:1][C:2]1[CH:7]=[C:6]([S:8][CH3:9])[CH:5]=[C:4]([F:10])[C:3]=1[C:11]1[N:16]=[C:15]([C:17]([O:19]C)=[O:18])[CH:14]=[CH:13][C:12]=1[F:21].[OH-].[Na+].Cl. (4) The reactants are: C([NH:5][S:6]([C:9]1[S:13][C:12]([C:14]2[N:15]=[CH:16][N:17]([C:19]3[N:24]=[C:23]([C:25]([F:28])([F:27])[F:26])[CH:22]=[C:21]([C:29]4[CH:34]=[CH:33][C:32]([C:35]([F:38])([F:37])[F:36])=[CH:31][CH:30]=4)[N:20]=3)[CH:18]=2)=[N:11][CH:10]=1)(=[O:8])=[O:7])(C)(C)C.C(O)(C(F)(F)F)=O. Given the product [F:28][C:25]([F:26])([F:27])[C:23]1[CH:22]=[C:21]([C:29]2[CH:34]=[CH:33][C:32]([C:35]([F:38])([F:36])[F:37])=[CH:31][CH:30]=2)[N:20]=[C:19]([N:17]2[CH:18]=[C:14]([C:12]3[S:13][C:9]([S:6]([NH2:5])(=[O:8])=[O:7])=[CH:10][N:11]=3)[N:15]=[CH:16]2)[N:24]=1, predict the reactants needed to synthesize it. (5) Given the product [Br:37][CH:14]([C:15]1[CH:20]=[CH:19][N:18]=[C:17]([NH:21][C:22]2[CH:27]=[CH:26][C:25]([O:28][CH3:29])=[C:24]([F:30])[CH:23]=2)[N:16]=1)[C:13]([C:9]1[CH:8]=[C:7]([NH:6][C:4](=[O:5])[C:3]2[CH:32]=[C:33]([F:36])[CH:34]=[CH:35][C:2]=2[F:1])[CH:12]=[CH:11][CH:10]=1)=[O:31], predict the reactants needed to synthesize it. The reactants are: [F:1][C:2]1[CH:35]=[CH:34][C:33]([F:36])=[CH:32][C:3]=1[C:4]([NH:6][C:7]1[CH:12]=[CH:11][CH:10]=[C:9](/[C:13](/[OH:31])=[CH:14]\[C:15]2[CH:20]=[CH:19][N:18]=[C:17]([NH:21][C:22]3[CH:27]=[CH:26][C:25]([O:28][CH3:29])=[C:24]([F:30])[CH:23]=3)[N:16]=2)[CH:8]=1)=[O:5].[Br:37]Br. (6) Given the product [CH3:31][C:28]1[CH:29]=[CH:30][C:25]([C:22]2[O:21][C:20]([NH:19][C:12]3[C:11]4[CH2:10][CH:9]([NH2:8])[CH2:18][CH2:17][C:16]=4[CH:15]=[CH:14][CH:13]=3)=[N:24][CH:23]=2)=[CH:26][CH:27]=1, predict the reactants needed to synthesize it. The reactants are: Cl.C(OC(=O)[NH:8][CH:9]1[CH2:18][CH2:17][C:16]2[C:11](=[C:12]([NH:19][C:20]3[O:21][C:22]([C:25]4[CH:30]=[CH:29][C:28]([CH3:31])=[CH:27][CH:26]=4)=[CH:23][N:24]=3)[CH:13]=[CH:14][CH:15]=2)[CH2:10]1)(C)(C)C. (7) Given the product [CH2:1]([O:8][N:9]=[C:10]1[C@@H:15]([OH:16])[C@H:14]([OH:30])[C@@H:13]([CH2:31][O:32][C:44](=[O:56])[CH2:45][CH2:46][CH2:47][CH2:48][CH2:49][CH2:50][CH2:51][CH2:52][CH2:53][CH2:54][CH3:55])[O:12][CH2:11]1)[C:2]1[CH:3]=[CH:4][CH:5]=[CH:6][CH:7]=1.[CH2:1]([O:8][N:9]=[C:10]1[C@@H:15]([O:16][C:17](=[O:29])[CH2:18][CH2:19][CH2:20][CH2:21][CH2:22][CH2:23][CH2:24][CH2:25][CH2:26][CH2:27][CH3:28])[C@H:14]([OH:30])[C@@H:13]([CH2:31][OH:32])[O:12][CH2:11]1)[C:2]1[CH:3]=[CH:4][CH:5]=[CH:6][CH:7]=1, predict the reactants needed to synthesize it. The reactants are: [CH2:1]([O:8][N:9]=[C:10]1[C@@H:15]([O:16][C:17](=[O:29])[CH2:18][CH2:19][CH2:20][CH2:21][CH2:22][CH2:23][CH2:24][CH2:25][CH2:26][CH2:27][CH3:28])[C@H:14]([OH:30])[C@@H:13]([CH2:31][OH:32])[O:12][CH2:11]1)[C:2]1[CH:7]=[CH:6][CH:5]=[CH:4][CH:3]=1.C1O[C@H](CO)[C@@H](O)[C@H](O)C1=O.[C:44](Cl)(=[O:56])[CH2:45][CH2:46][CH2:47][CH2:48][CH2:49][CH2:50][CH2:51][CH2:52][CH2:53][CH2:54][CH3:55].C(ON)C1C=CC=CC=1.Cl.